From a dataset of Reaction yield outcomes from USPTO patents with 853,638 reactions. Predict the reaction yield, written as a fraction of the theoretical maximum amount of product (1.0 means a 100% yield; for example, 0.34 means a 34% yield). (1) The reactants are [CH2:1]([O:3][C:4]1[CH:5]=[C:6]([CH:17]=[CH:18][C:19]=1[N+:20]([O-])=O)[C:7]([NH:9][CH:10]1[CH2:15][CH2:14][N:13]([CH3:16])[CH2:12][CH2:11]1)=[O:8])[CH3:2]. The catalyst is CO.[Pd]. The product is [CH2:1]([O:3][C:4]1[CH:5]=[C:6]([CH:17]=[CH:18][C:19]=1[NH2:20])[C:7]([NH:9][CH:10]1[CH2:15][CH2:14][N:13]([CH3:16])[CH2:12][CH2:11]1)=[O:8])[CH3:2]. The yield is 0.900. (2) The reactants are F[C:2]1[CH:3]=[C:4]([C:12]2[C:13]3[C:20]([C:22]4[CH:27]=[CH:26][CH:25]=[CH:24][CH:23]=4)([OH:21])[CH2:19][CH2:18][C:14]=3[CH:15]=[N:16][CH:17]=2)[CH:5]=[CH:6][C:7]=1[C:8]([F:11])([F:10])[F:9].[F:28]C1C=C(C(F)(F)F)C=CC=1C1C2C(=O)CCC=2C=NC=1. No catalyst specified. The product is [F:28][C:3]1[CH:2]=[C:7]([C:8]([F:10])([F:9])[F:11])[CH:6]=[CH:5][C:4]=1[C:12]1[C:13]2[C:20]([C:22]3[CH:27]=[CH:26][CH:25]=[CH:24][CH:23]=3)([OH:21])[CH2:19][CH2:18][C:14]=2[CH:15]=[N:16][CH:17]=1. The yield is 0.150. (3) The reactants are [Cl:1][C:2]1[C:3](Br)=[N:4][CH:5]=[CH:6][CH:7]=1.[O-]P([O-])([O-])=O.[K+].[K+].[K+].[CH:17]1(B(O)O)[CH2:19][CH2:18]1.C1(P(C2CCCCC2)C2CCCCC2)CCCCC1. The catalyst is C1(C)C=CC=CC=1.O.CCOC(C)=O.C([O-])(=O)C.C([O-])(=O)C.[Pd+2]. The product is [Cl:1][C:2]1[C:3]([CH:17]2[CH2:19][CH2:18]2)=[N:4][CH:5]=[CH:6][CH:7]=1. The yield is 0.620. (4) The reactants are [NH2:1][C:2]1[C:11]2[C:6](=[C:7](Br)[CH:8]=[CH:9][CH:10]=2)[N:5]=[N:4][C:3]=1[C:13]([NH:15][CH2:16][CH2:17][CH3:18])=[O:14].[Cl:19][C:20]1[CH:21]=[C:22](B(O)O)[CH:23]=[N:24][C:25]=1[O:26][CH3:27]. No catalyst specified. The product is [NH2:1][C:2]1[C:11]2[C:6](=[C:7]([C:22]3[CH:23]=[N:24][C:25]([O:26][CH3:27])=[C:20]([Cl:19])[CH:21]=3)[CH:8]=[CH:9][CH:10]=2)[N:5]=[N:4][C:3]=1[C:13]([NH:15][CH2:16][CH2:17][CH3:18])=[O:14]. The yield is 0.420.